From a dataset of Catalyst prediction with 721,799 reactions and 888 catalyst types from USPTO. Predict which catalyst facilitates the given reaction. (1) Reactant: [Br:1][C:2]1[C:3]([F:17])=[CH:4][CH:5]=[C:6]2[C:11]=1[N:10]=[C:9](Cl)[N:8]([CH:13]1[CH2:15][CH2:14]1)[C:7]2=[O:16].[CH:18]([NH2:21])([CH3:20])[CH3:19]. Product: [Br:1][C:2]1[C:3]([F:17])=[CH:4][CH:5]=[C:6]2[C:11]=1[N:10]=[C:9]([NH:21][CH:18]([CH3:20])[CH3:19])[N:8]([CH:13]1[CH2:15][CH2:14]1)[C:7]2=[O:16]. The catalyst class is: 37. (2) Reactant: C(=O)([O-])[O-].[Cs+].[Cs+].[OH:7][C:8]1[CH:17]=[CH:16][C:11]([C:12]([O:14][CH3:15])=[O:13])=[CH:10][CH:9]=1.Cl[CH2:19][CH:20]1[O:25][CH2:24][CH2:23][N:22]([C:26]([O:28][C:29]([CH3:32])([CH3:31])[CH3:30])=[O:27])[CH2:21]1. Product: [CH3:15][O:14][C:12]([C:11]1[CH:10]=[CH:9][C:8]([O:7][CH2:19][CH:20]2[O:25][CH2:24][CH2:23][N:22]([C:26]([O:28][C:29]([CH3:30])([CH3:32])[CH3:31])=[O:27])[CH2:21]2)=[CH:17][CH:16]=1)=[O:13]. The catalyst class is: 3. (3) Reactant: [CH3:1][C@H:2]1[CH2:7][CH2:6][C@H:5]([C:8]([OH:10])=O)[CH2:4][CH2:3]1.CN(C=O)C.C(Cl)(=O)C([Cl:19])=O. Product: [CH3:1][CH:2]1[CH2:7][CH2:6][CH:5]([C:8]([Cl:19])=[O:10])[CH2:4][CH2:3]1. The catalyst class is: 2.